Binary Classification. Given a drug SMILES string, predict its activity (active/inactive) in a high-throughput screening assay against a specified biological target. From a dataset of Kir2.1 potassium channel HTS with 301,493 compounds. (1) The drug is o1c2c(c(c(CCC(=O)NCCCN3CCCC3=O)c1=O)C)cc1c(oc(c1C)C)c2C. The result is 0 (inactive). (2) The molecule is S1(=O)(=O)Cc2c(sc(c2)C(=O)NCCCOC(C)C)C1. The result is 0 (inactive). (3) The molecule is Clc1nc(sc1C#N)NCc1ccccc1. The result is 0 (inactive). (4) The compound is S1(=O)(=O)N(CCC(c2c1cccc2)=C)C(C)C(=O)NCc1ccc(OC)cc1. The result is 0 (inactive). (5) The drug is Clc1c(CC(OCC(=O)Nc2oc(c3c2c(=O)[nH]nc3C)C)=O)c(F)ccc1. The result is 0 (inactive). (6) The result is 0 (inactive). The drug is N=1c2c(/C(C1C)=C\NNc1ncccc1)cccc2. (7) The molecule is S(=O)(=O)(N(CC)c1ccccc1)c1ccc(F)cc1. The result is 1 (active). (8) The molecule is OC(=O)c1c(/C=N\N2C(CCCC2C)C)cccc1. The result is 0 (inactive). (9) The compound is O=c1n(n(c(c1NC(=O)c1oc(COc2cc3c(cc2)cccc3)cc1)C)C)c1ccccc1. The result is 0 (inactive). (10) The compound is Clc1ccc(Cn2c=3n(c4c2cccc4)CCN3)cc1. The result is 0 (inactive).